From a dataset of Reaction yield outcomes from USPTO patents with 853,638 reactions. Predict the reaction yield, written as a fraction of the theoretical maximum amount of product (1.0 means a 100% yield; for example, 0.34 means a 34% yield). (1) The reactants are [Cl:1][C:2]1[N:3]=[C:4]([CH2:19][O:20]C)[NH:5][C:6]=1[C:7]1[C:8]([CH3:18])=[CH:9][C:10]([CH3:17])=[C:11]([CH:16]=1)[C:12]([O:14]C)=[O:13]. The catalyst is Br. The product is [Cl:1][C:2]1[N:3]=[C:4]([CH2:19][OH:20])[NH:5][C:6]=1[C:7]1[C:8]([CH3:18])=[CH:9][C:10]([CH3:17])=[C:11]([CH:16]=1)[C:12]([OH:14])=[O:13]. The yield is 0.550. (2) The reactants are [CH2:1]([O:3][C:4](=[O:12])[C:5]([S:8][C:9](=O)[CH3:10])([CH3:7])[CH3:6])[CH3:2].C[O-].[Na+].CS(OCC[C@H:23]1[CH2:27][CH2:26][O:25][CH2:24]1)(=O)=O. The catalyst is C(O)C. The product is [CH3:6][C:5]([S:8][CH2:9][CH2:10][C@H:23]1[CH2:27][CH2:26][O:25][CH2:24]1)([CH3:7])[C:4]([O:3][CH2:1][CH3:2])=[O:12]. The yield is 0.210.